From a dataset of Reaction yield outcomes from USPTO patents with 853,638 reactions. Predict the reaction yield, written as a fraction of the theoretical maximum amount of product (1.0 means a 100% yield; for example, 0.34 means a 34% yield). The reactants are [N:1](OCCC(C)C)=O.[CH2:9]([O:11][C:12](=[O:35])[C@@H:13]([CH2:20][C:21]1[CH:26]=[C:25]([Br:27])[C:24]([NH2:28])=[C:23]([CH3:29])[C:22]=1[CH2:30][O:31][C:32](=[O:34])[CH3:33])[CH2:14][C:15]([O:17][CH2:18][CH3:19])=[O:16])[CH3:10].C([O-])(=O)C.[K+]. The product is [CH2:9]([O:11][C:12](=[O:35])[C@@H:13]([CH2:20][C:21]1[C:22]([CH2:30][O:31][C:32](=[O:34])[CH3:33])=[C:23]2[C:24](=[C:25]([Br:27])[CH:26]=1)[NH:28][N:1]=[CH:29]2)[CH2:14][C:15]([O:17][CH2:18][CH3:19])=[O:16])[CH3:10]. The yield is 0.770. The catalyst is C(O)(=O)C.C1(C)C=CC=CC=1.